Dataset: Peptide-MHC class II binding affinity with 134,281 pairs from IEDB. Task: Regression. Given a peptide amino acid sequence and an MHC pseudo amino acid sequence, predict their binding affinity value. This is MHC class II binding data. The peptide sequence is KSLAGPISQHNHRPG. The MHC is DRB1_1501 with pseudo-sequence DRB1_1501. The binding affinity (normalized) is 0.